Dataset: Reaction yield outcomes from USPTO patents with 853,638 reactions. Task: Predict the reaction yield, written as a fraction of the theoretical maximum amount of product (1.0 means a 100% yield; for example, 0.34 means a 34% yield). The product is [N+:1]([C:4]1[CH:5]=[C:6]([CH2:7][OH:8])[CH:10]=[C:11]([C:13]2[O:14][C:15]3[C:16]([N:21]=2)=[N:17][CH:18]=[CH:19][CH:20]=3)[CH:12]=1)([O-:3])=[O:2]. The catalyst is C1COCC1.O. The reactants are [N+:1]([C:4]1[CH:5]=[C:6]([CH:10]=[C:11]([C:13]2[O:14][C:15]3[C:16]([N:21]=2)=[N:17][CH:18]=[CH:19][CH:20]=3)[CH:12]=1)[C:7](O)=[O:8])([O-:3])=[O:2].CN1CCOCC1.ClC(OCC(C)C)=O.[BH4-].[Na+]. The yield is 0.680.